This data is from Forward reaction prediction with 1.9M reactions from USPTO patents (1976-2016). The task is: Predict the product of the given reaction. (1) Given the reactants COCCOC.[CH2:7]([O:9][C:10]([C:12]1[C:13](Br)=[C:14]2[N:19]([CH:20]=1)[CH:18]=[C:17]([CH2:21][OH:22])[CH:16]=[CH:15]2)=[O:11])[CH3:8].[CH3:24][O:25][C:26]1[CH:31]=[CH:30][C:29](B(O)O)=[CH:28][N:27]=1.C(=O)([O-])[O-].[K+].[K+], predict the reaction product. The product is: [CH2:7]([O:9][C:10]([C:12]1[C:13]([C:29]2[CH:28]=[N:27][C:26]([O:25][CH3:24])=[CH:31][CH:30]=2)=[C:14]2[N:19]([CH:20]=1)[CH:18]=[C:17]([CH2:21][OH:22])[CH:16]=[CH:15]2)=[O:11])[CH3:8]. (2) Given the reactants Br[C:2]([CH2:26][CH3:27])([CH2:24][CH3:25])[C:3]([C:5]1[CH:10]=[CH:9][C:8]([O:11][C:12]2[CH:17]=[CH:16][C:15]([C:18](=[O:23])[C:19](Br)([CH3:21])[CH3:20])=[CH:14][CH:13]=2)=[CH:7][CH:6]=1)=[O:4].[OH-:28].[Na+].[OH2:30], predict the reaction product. The product is: [CH2:24]([C:2]([OH:30])([CH2:26][CH3:27])[C:3]([C:5]1[CH:10]=[CH:9][C:8]([O:11][C:12]2[CH:17]=[CH:16][C:15]([C:18](=[O:23])[C:19]([OH:28])([CH3:21])[CH3:20])=[CH:14][CH:13]=2)=[CH:7][CH:6]=1)=[O:4])[CH3:25]. (3) Given the reactants [F:1][C:2]1[CH:3]=[C:4]2[C:8](=[CH:9][CH:10]=1)[NH:7][CH2:6][CH2:5]2.[Cl:11][C:12]1[CH:13]=[C:14]([CH:18]=[CH:19][N:20]=1)[C:15](O)=[O:16].C(N(CC)CC)C.CN(C(ON1N=NC2C=CC=CC1=2)=[N+](C)C)C.[B-](F)(F)(F)F, predict the reaction product. The product is: [Cl:11][C:12]1[CH:13]=[C:14]([C:15]([N:7]2[C:8]3[C:4](=[CH:3][C:2]([F:1])=[CH:10][CH:9]=3)[CH2:5][CH2:6]2)=[O:16])[CH:18]=[CH:19][N:20]=1. (4) Given the reactants [CH2:1]([N:8]1[C:16]2[C:11](=[CH:12][C:13](Br)=[CH:14][CH:15]=2)[CH:10]=[CH:9]1)[C:2]1[CH:7]=[CH:6][CH:5]=[CH:4][CH:3]=1.[Cl:18][C:19]1[CH:20]=[C:21](B(O)O)[CH:22]=[CH:23][C:24]=1[F:25].ClCCl.C(=O)([O-])[O-].[K+].[K+], predict the reaction product. The product is: [CH2:1]([N:8]1[C:16]2[C:11](=[CH:12][C:13]([C:21]3[CH:22]=[CH:23][C:24]([F:25])=[C:19]([Cl:18])[CH:20]=3)=[CH:14][CH:15]=2)[CH:10]=[CH:9]1)[C:2]1[CH:7]=[CH:6][CH:5]=[CH:4][CH:3]=1. (5) Given the reactants C([O:8][C@@H:9]1[C@@H:47]([O:48]CC2C=CC=CC=2)[C@H:46]([O:56][C@H:57]2[O:86][C@H:85]([CH3:87])[C@@H:76]([O:77]CC3C=CC=CC=3)[C@H:67]([O:68]CC3C=CC=CC=3)[C@H:58]2[O:59]CC2C=CC=CC=2)[C@@H:45]([CH2:88][O:89]CC2C=CC=CC=2)[O:44][C@@H:10]1[O:11][C@H:12]1[C@@H:16]([O:17]CC2C=CC=CC=2)[CH2:15][N:14](C(OCC2C=CC=CC=2)=O)[C@@H:13]1[CH2:35][O:36]CC1C=CC=CC=1)C1C=CC=CC=1, predict the reaction product. The product is: [C@H:57]1([O:56][C@@H:46]2[C@@H:45]([CH2:88][OH:89])[O:44][C@H:10]([O:11][C@H:12]3[C@@H:16]([OH:17])[CH2:15][NH:14][C@@H:13]3[CH2:35][OH:36])[C@H:9]([OH:8])[C@H:47]2[OH:48])[O:86][C@H:85]([CH3:87])[C@@H:76]([OH:77])[C@H:67]([OH:68])[C@H:58]1[OH:59].